From a dataset of Reaction yield outcomes from USPTO patents with 853,638 reactions. Predict the reaction yield, written as a fraction of the theoretical maximum amount of product (1.0 means a 100% yield; for example, 0.34 means a 34% yield). (1) The reactants are [Br:1][C:2]1[CH:3]=[CH:4][CH:5]=[C:6]2[C:11]=1[N:10]=[CH:9][CH:8]=[CH:7]2.[N+:12]([O-])([OH:14])=[O:13]. The catalyst is S(=O)(=O)(O)O. The product is [Br:1][C:2]1[CH:3]=[CH:4][C:5]([N+:12]([O-:14])=[O:13])=[C:6]2[C:11]=1[N:10]=[CH:9][CH:8]=[CH:7]2. The yield is 0.940. (2) The reactants are C[O:2][C:3](=O)[C:4]1[CH:9]=[CH:8][C:7]([C:10]([CH2:19][CH3:20])([C:13]2[S:14][CH:15]=[C:16]([CH3:18])[CH:17]=2)[CH2:11][CH3:12])=[CH:6][C:5]=1[CH3:21].[H-].[H-].[H-].[H-].[Li+].[Al+3].C1COCC1. The catalyst is C1COCC1. The product is [CH2:11]([C:10]([C:7]1[CH:8]=[CH:9][C:4]([CH2:3][OH:2])=[C:5]([CH3:21])[CH:6]=1)([C:13]1[S:14][CH:15]=[C:16]([CH3:18])[CH:17]=1)[CH2:19][CH3:20])[CH3:12]. The yield is 0.980. (3) The reactants are [CH2:1]([C@@H:8]1[CH2:12][O:11][C:10](=[O:13])[N:9]1[C:14](=[O:30])[C@H:15]([CH2:19][C:20]1[C:25]([Cl:26])=[CH:24][C:23]([O:27][CH3:28])=[CH:22][C:21]=1[Cl:29])[CH2:16][CH:17]=C)[C:2]1[CH:7]=[CH:6][CH:5]=[CH:4][CH:3]=1.[O:31]1CCCC1.C(O)(C)(C)C.I([O-])(=O)(=O)=O.[Na+]. The catalyst is [Os](=O)(=O)(=O)=O.O. The product is [CH2:1]([C@@H:8]1[CH2:12][O:11][C:10](=[O:13])[N:9]1[C:14](=[O:30])[C@H:15]([CH2:19][C:20]1[C:25]([Cl:26])=[CH:24][C:23]([O:27][CH3:28])=[CH:22][C:21]=1[Cl:29])[CH2:16][CH:17]=[O:31])[C:2]1[CH:3]=[CH:4][CH:5]=[CH:6][CH:7]=1. The yield is 0.490. (4) The reactants are [N:1]1[CH:6]=[CH:5][C:4]([NH:7][C:8]2[CH:13]=[CH:12][C:11](N)=[CH:10][CH:9]=2)=[CH:3][CH:2]=1.[N:15]1[CH:20]=CC=CC=1.[N+:21]([C:24]1[CH:32]=[CH:31][C:27](C(Cl)=O)=[CH:26][CH:25]=1)([O-:23])=[O:22].N.[O:34]1CCOCC1. No catalyst specified. The product is [N+:21]([C:24]1[CH:25]=[CH:26][C:27]([NH:15][C:20](=[O:34])[C:11]2[CH:12]=[CH:13][C:8]([NH:7][C:4]3[CH:5]=[CH:6][N:1]=[CH:2][CH:3]=3)=[CH:9][CH:10]=2)=[CH:31][CH:32]=1)([O-:23])=[O:22]. The yield is 0.190. (5) The reactants are [C:1]1([S:11]([C:14]2[C:22]3[C:17](=[CH:18][CH:19]=[C:20]([O:23][CH:24]4[CH2:29][CH2:28][NH:27][CH2:26][CH2:25]4)[CH:21]=3)[NH:16][N:15]=2)(=[O:13])=[O:12])[C:10]2[C:5](=[CH:6][CH:7]=[CH:8][CH:9]=2)[CH:4]=[CH:3][CH:2]=1.[CH:30](=O)[CH2:31][CH2:32][CH3:33].C(O)(=O)C.C(O[BH-](OC(=O)C)OC(=O)C)(=O)C.[Na+].[OH-].[Na+]. The catalyst is ClCCCl.C(Cl)(Cl)Cl. The product is [CH2:30]([N:27]1[CH2:28][CH2:29][CH:24]([O:23][C:20]2[CH:21]=[C:22]3[C:17](=[CH:18][CH:19]=2)[NH:16][N:15]=[C:14]3[S:11]([C:1]2[C:10]3[C:5](=[CH:6][CH:7]=[CH:8][CH:9]=3)[CH:4]=[CH:3][CH:2]=2)(=[O:12])=[O:13])[CH2:25][CH2:26]1)[CH2:31][CH2:32][CH3:33]. The yield is 0.400. (6) The reactants are [OH:1][C:2]1[CH:3]=[C:4]2[C:8](=[CH:9][CH:10]=1)[C:7](=[O:11])[CH2:6][CH2:5]2.[CH2:12](O)[C:13]1[CH:18]=[CH:17][CH:16]=[CH:15][CH:14]=1.C(P(CCCC)CCCC)CCC.N(C(N1CCCCC1)=O)=NC(N1CCCCC1)=O. The yield is 0.970. The product is [C:13]1([CH2:12][O:1][C:2]2[CH:3]=[C:4]3[C:8](=[CH:9][CH:10]=2)[C:7](=[O:11])[CH2:6][CH2:5]3)[CH:18]=[CH:17][CH:16]=[CH:15][CH:14]=1. The catalyst is O1CCCC1.